From a dataset of NCI-60 drug combinations with 297,098 pairs across 59 cell lines. Regression. Given two drug SMILES strings and cell line genomic features, predict the synergy score measuring deviation from expected non-interaction effect. (1) Drug 1: CCCCCOC(=O)NC1=NC(=O)N(C=C1F)C2C(C(C(O2)C)O)O. Drug 2: C1=CC=C(C(=C1)C(C2=CC=C(C=C2)Cl)C(Cl)Cl)Cl. Cell line: OVCAR-4. Synergy scores: CSS=-2.04, Synergy_ZIP=2.09, Synergy_Bliss=3.04, Synergy_Loewe=-1.99, Synergy_HSA=-1.48. (2) Drug 1: C1CNP(=O)(OC1)N(CCCl)CCCl. Drug 2: CC(C)CN1C=NC2=C1C3=CC=CC=C3N=C2N. Cell line: EKVX. Synergy scores: CSS=-8.97, Synergy_ZIP=6.04, Synergy_Bliss=2.17, Synergy_Loewe=-9.96, Synergy_HSA=-9.25.